From a dataset of Full USPTO retrosynthesis dataset with 1.9M reactions from patents (1976-2016). Predict the reactants needed to synthesize the given product. (1) Given the product [CH2:1]([O:8][C:9]1[CH:18]=[C:17]2[C:12]([CH2:13][CH2:14][CH:15]([CH2:19][O:20][CH2:21][CH3:24])[O:16]2)=[CH:11][CH:10]=1)[C:2]1[CH:3]=[CH:4][CH:5]=[CH:6][CH:7]=1, predict the reactants needed to synthesize it. The reactants are: [CH2:1]([O:8][C:9]1[CH:18]=[C:17]2[C:12]([CH2:13][CH2:14][CH:15]([CH2:19][OH:20])[O:16]2)=[CH:11][CH:10]=1)[C:2]1[CH:7]=[CH:6][CH:5]=[CH:4][CH:3]=1.[CH2:21]([CH2:24]OC)OC.[H-].[Na+].C(I)C. (2) Given the product [Br:1][C:2]1[C:11]([F:12])=[C:10]2[C:5]([C:6]([N:16]3[CH2:21][CH2:20][N:19]([C:22]([O:24][C:25]([CH3:28])([CH3:27])[CH3:26])=[O:23])[CH2:18][CH2:17]3)=[N:7][C:8]([C:13](=[O:15])[NH2:39])=[N:9]2)=[CH:4][C:3]=1[Cl:29], predict the reactants needed to synthesize it. The reactants are: [Br:1][C:2]1[C:11]([F:12])=[C:10]2[C:5]([C:6]([N:16]3[CH2:21][CH2:20][N:19]([C:22]([O:24][C:25]([CH3:28])([CH3:27])[CH3:26])=[O:23])[CH2:18][CH2:17]3)=[N:7][C:8]([C:13]([OH:15])=O)=[N:9]2)=[CH:4][C:3]=1[Cl:29].[NH4+].[Cl-].F[P-](F)(F)(F)(F)F.[N:39]1(O[P+](N(C)C)(N(C)C)N(C)C)C2C=CC=CC=2N=N1.CCN(C(C)C)C(C)C. (3) Given the product [F:33][C:32]([F:35])([F:34])[C:30]([OH:36])=[O:31].[CH3:28][CH:17]1[N:16]2[C:21]([CH2:22][O:23][C:24]3[C:15]2=[CH:14][C:13]([NH:12][CH:10]2[CH2:11][NH:8][CH:9]2[CH3:29])=[CH:26][CH:25]=3)=[N:20][NH:19][C:18]1=[O:27], predict the reactants needed to synthesize it. The reactants are: C(OC([N:8]1[CH2:11][CH:10]([NH:12][C:13]2[CH:14]=[C:15]3[C:24](=[CH:25][CH:26]=2)[O:23][CH2:22][C:21]2[N:16]3[CH:17]([CH3:28])[C:18](=[O:27])[NH:19][N:20]=2)[CH:9]1[CH3:29])=O)(C)(C)C.[C:30]([OH:36])([C:32]([F:35])([F:34])[F:33])=[O:31]. (4) Given the product [CH2:1]([O:3][C:4]1([C:6]2[CH:22]=[CH:21][C:9]([O:10][Si:11]([CH:15]([CH3:16])[CH3:17])([CH:12]([CH3:14])[CH3:13])[CH:18]([CH3:20])[CH3:19])=[CH:8][C:7]=2[CH:23]([CH3:24])[CH3:25])[CH2:26][CH2:5]1)[CH3:2], predict the reactants needed to synthesize it. The reactants are: [CH2:1]([O:3][C:4]([C:6]1[CH:22]=[CH:21][C:9]([O:10][Si:11]([CH:18]([CH3:20])[CH3:19])([CH:15]([CH3:17])[CH3:16])[CH:12]([CH3:14])[CH3:13])=[CH:8][C:7]=1[CH:23]([CH3:25])[CH3:24])=[CH2:5])[CH3:2].[CH2:26](I)I.